Dataset: Retrosynthesis with 50K atom-mapped reactions and 10 reaction types from USPTO. Task: Predict the reactants needed to synthesize the given product. (1) Given the product CCOc1ccc([N+](=O)[O-])c(C=C(Br)Br)c1, predict the reactants needed to synthesize it. The reactants are: BrC(Br)(Br)Br.CCOc1ccc([N+](=O)[O-])c(C=O)c1. (2) Given the product CC(C)(C)OC(=O)[C@@H]1CC2(CNC(=O)C2)CN1C(=O)OC(C)(C)C, predict the reactants needed to synthesize it. The reactants are: CC(C)(C)OC(=O)[C@@H]1CC(CN)(CC(=O)O)CN1C(=O)OC(C)(C)C.